Dataset: Full USPTO retrosynthesis dataset with 1.9M reactions from patents (1976-2016). Task: Predict the reactants needed to synthesize the given product. (1) Given the product [F:1][C:2]1[CH:19]=[CH:18][C:5]([C:6]([N:8]2[CH2:13][CH2:12][CH2:11][C@H:10]([C:14]3[N:15]=[C:27]([C@H:26]([C:20]4[CH:25]=[CH:24][CH:23]=[CH:22][CH:21]=4)[CH3:30])[O:17][N:16]=3)[CH2:9]2)=[O:7])=[CH:4][CH:3]=1, predict the reactants needed to synthesize it. The reactants are: [F:1][C:2]1[CH:19]=[CH:18][C:5]([C:6]([N:8]2[CH2:13][CH2:12][CH2:11][C@H:10]([C:14]([NH:16][OH:17])=[NH:15])[CH2:9]2)=[O:7])=[CH:4][CH:3]=1.[C:20]1([C@H:26]([CH3:30])[C:27](O)=O)[CH:25]=[CH:24][CH:23]=[CH:22][CH:21]=1.C1C=NC2N(O)N=NC=2C=1.CCN=C=NCCCN(C)C.Cl.C(N(CC)CC)C. (2) The reactants are: [F:1][C:2]1[CH:7]=[C:6]([S:8][CH3:9])[CH:5]=[CH:4][C:3]=1[C:10]1[N:11]=[CH:12][C:13]([OH:16])=[N:14][CH:15]=1.CS(O[C@@H:22]([CH:24]1[CH2:29][CH2:28][N:27]([C:30]([O:32][CH:33]([CH3:35])[CH3:34])=[O:31])[CH2:26][CH2:25]1)[CH3:23])(=O)=O.C([O-])([O-])=O.[K+].[K+]. Given the product [F:1][C:2]1[CH:7]=[C:6]([S:8][CH3:9])[CH:5]=[CH:4][C:3]=1[C:10]1[N:11]=[CH:12][C:13]([O:16][C@H:22]([CH:24]2[CH2:25][CH2:26][N:27]([C:30]([O:32][CH:33]([CH3:34])[CH3:35])=[O:31])[CH2:28][CH2:29]2)[CH3:23])=[N:14][CH:15]=1, predict the reactants needed to synthesize it. (3) Given the product [Br:18][C:19]1[CH:24]=[CH:23][C:22]([C:25](=[O:27])[CH2:26][C:14](=[O:16])[CH2:13][C:7]2[CH:8]=[CH:9][C:10]([O:11][CH3:12])=[C:5]([O:4][CH3:3])[CH:6]=2)=[CH:21][CH:20]=1, predict the reactants needed to synthesize it. The reactants are: [H-].[Na+].[CH3:3][O:4][C:5]1[CH:6]=[C:7]([CH2:13][C:14]([O:16]C)=O)[CH:8]=[CH:9][C:10]=1[O:11][CH3:12].[Br:18][C:19]1[CH:24]=[CH:23][C:22]([C:25](=[O:27])[CH3:26])=[CH:21][CH:20]=1. (4) Given the product [CH2:9]1[C:17]2[C:12](=[CH:13][CH:14]=[CH:15][CH:16]=2)[C:11]([CH2:2][CH2:1][C:3]2[CH:8]=[CH:7][CH:6]=[CH:5][N:4]=2)=[CH:10]1, predict the reactants needed to synthesize it. The reactants are: [CH:1]([C:3]1[CH:8]=[CH:7][CH:6]=[CH:5][N:4]=1)=[CH2:2].[CH2:9]1[C:17]2[C:12](=[CH:13][CH:14]=[CH:15][CH:16]=2)[CH:11]=[CH:10]1.CC(C)([O-])C.[K+].C(O)(=O)C.